Dataset: NCI-60 drug combinations with 297,098 pairs across 59 cell lines. Task: Regression. Given two drug SMILES strings and cell line genomic features, predict the synergy score measuring deviation from expected non-interaction effect. (1) Drug 1: CC12CCC3C(C1CCC2=O)CC(=C)C4=CC(=O)C=CC34C. Drug 2: C(=O)(N)NO. Cell line: OVCAR3. Synergy scores: CSS=27.3, Synergy_ZIP=0.729, Synergy_Bliss=0.505, Synergy_Loewe=-18.2, Synergy_HSA=-0.902. (2) Drug 1: CC1=C(C=C(C=C1)NC(=O)C2=CC=C(C=C2)CN3CCN(CC3)C)NC4=NC=CC(=N4)C5=CN=CC=C5. Drug 2: CC(C)CN1C=NC2=C1C3=CC=CC=C3N=C2N. Cell line: NCI-H522. Synergy scores: CSS=6.04, Synergy_ZIP=1.87, Synergy_Bliss=5.81, Synergy_Loewe=3.42, Synergy_HSA=3.18. (3) Drug 1: C1=CC(=CC=C1CC(C(=O)O)N)N(CCCl)CCCl.Cl. Drug 2: CC1CCCC2(C(O2)CC(NC(=O)CC(C(C(=O)C(C1O)C)(C)C)O)C(=CC3=CSC(=N3)C)C)C. Cell line: RPMI-8226. Synergy scores: CSS=8.15, Synergy_ZIP=-5.43, Synergy_Bliss=7.27, Synergy_Loewe=-3.43, Synergy_HSA=1.26. (4) Drug 1: CCCCCOC(=O)NC1=NC(=O)N(C=C1F)C2C(C(C(O2)C)O)O. Drug 2: COCCOC1=C(C=C2C(=C1)C(=NC=N2)NC3=CC=CC(=C3)C#C)OCCOC.Cl. Cell line: NCI-H460. Synergy scores: CSS=0.205, Synergy_ZIP=2.13, Synergy_Bliss=3.98, Synergy_Loewe=0.118, Synergy_HSA=0.704. (5) Drug 1: C1CC(=O)NC(=O)C1N2CC3=C(C2=O)C=CC=C3N. Drug 2: COC1=NC(=NC2=C1N=CN2C3C(C(C(O3)CO)O)O)N. Cell line: RXF 393. Synergy scores: CSS=1.65, Synergy_ZIP=-1.74, Synergy_Bliss=-5.49, Synergy_Loewe=-3.64, Synergy_HSA=-5.36.